From a dataset of Peptide-MHC class II binding affinity with 134,281 pairs from IEDB. Regression. Given a peptide amino acid sequence and an MHC pseudo amino acid sequence, predict their binding affinity value. This is MHC class II binding data. The peptide sequence is ASAAIFGHDGTVWAQ. The MHC is DRB1_1302 with pseudo-sequence DRB1_1302. The binding affinity (normalized) is 0.388.